Dataset: Full USPTO retrosynthesis dataset with 1.9M reactions from patents (1976-2016). Task: Predict the reactants needed to synthesize the given product. (1) The reactants are: Cl[C:2]1[CH:11]=[CH:10][N:9]=[C:8]2[C:3]=1[C:4]1[CH2:16][CH2:15][CH2:14][CH2:13][C:5]=1[C:6](=[O:12])[NH:7]2.[NH2:17][C:18]1[CH:23]=[CH:22][C:21]([OH:24])=[CH:20][CH:19]=1.C(=O)([O-])[O-].[Cs+].[Cs+]. Given the product [NH2:17][C:18]1[CH:23]=[CH:22][C:21]([O:24][C:2]2[CH:11]=[CH:10][N:9]=[C:8]3[C:3]=2[C:4]2[CH2:16][CH2:15][CH2:14][CH2:13][C:5]=2[C:6](=[O:12])[NH:7]3)=[CH:20][CH:19]=1, predict the reactants needed to synthesize it. (2) Given the product [CH:14]1([N:18]2[CH2:23][CH2:22][CH:21]([O:24][C:25]3[CH:32]=[CH:31][C:28]([C:29]4[N:13]([CH3:12])[C:4](=[O:6])[C:3]5[C:2](=[CH:10][CH:9]=[CH:8][C:7]=5[F:11])[N:1]=4)=[CH:27][CH:26]=3)[CH2:20][CH2:19]2)[CH2:17][CH2:16][CH2:15]1, predict the reactants needed to synthesize it. The reactants are: [NH2:1][C:2]1[CH:10]=[CH:9][CH:8]=[C:7]([F:11])[C:3]=1[C:4]([OH:6])=O.[CH3:12][NH2:13].[CH:14]1([N:18]2[CH2:23][CH2:22][CH:21]([O:24][C:25]3[CH:32]=[CH:31][C:28]([CH:29]=O)=[C:27](OC)[CH:26]=3)[CH2:20][CH2:19]2)[CH2:17][CH2:16][CH2:15]1. (3) Given the product [F:33][C:21]1[CH:20]=[C:19]([CH:24]=[CH:23][C:22]=1[O:25][C:26]1[CH:27]=[N:28][C:29]([F:32])=[CH:30][CH:31]=1)[CH2:18][O:17][C:14]1[CH:15]=[C:16]2[NH:8][C:9]([CH3:36])([CH3:35])[CH2:10][N:11]2[C:12](=[O:34])[N:13]=1, predict the reactants needed to synthesize it. The reactants are: C(OC([N:8]1[C:16]2[N:11]([C:12](=[O:34])[N:13]=[C:14]([O:17][CH2:18][C:19]3[CH:24]=[CH:23][C:22]([O:25][C:26]4[CH:27]=[N:28][C:29]([F:32])=[CH:30][CH:31]=4)=[C:21]([F:33])[CH:20]=3)[CH:15]=2)[CH2:10][C:9]1([CH3:36])[CH3:35])=O)(C)(C)C.C(O)(C(F)(F)F)=O.